This data is from Peptide-MHC class II binding affinity with 134,281 pairs from IEDB. The task is: Regression. Given a peptide amino acid sequence and an MHC pseudo amino acid sequence, predict their binding affinity value. This is MHC class II binding data. (1) The peptide sequence is TRGAVLTYNGKRLEP. The MHC is DRB1_0101 with pseudo-sequence DRB1_0101. The binding affinity (normalized) is 0.586. (2) The peptide sequence is QLKEYVWKTLKSGKV. The MHC is HLA-DQA10301-DQB10302 with pseudo-sequence HLA-DQA10301-DQB10302. The binding affinity (normalized) is 0. (3) The peptide sequence is SKISGEWYSIFLASD. The MHC is DRB1_1501 with pseudo-sequence DRB1_1501. The binding affinity (normalized) is 0.580. (4) The peptide sequence is YDKYLANVSTVLTGK. The MHC is DRB1_0405 with pseudo-sequence DRB1_0405. The binding affinity (normalized) is 0.180. (5) The peptide sequence is MSWQTYVDEHLMCEI. The MHC is DRB1_1501 with pseudo-sequence DRB1_1501. The binding affinity (normalized) is 0.457. (6) The peptide sequence is EKKVFAATQFEPLAA. The MHC is DRB1_0101 with pseudo-sequence DRB1_0101. The binding affinity (normalized) is 0.540. (7) The peptide sequence is LEKISNEIKIVATPD. The MHC is DRB1_1001 with pseudo-sequence DRB1_1001. The binding affinity (normalized) is 0.410.